This data is from Forward reaction prediction with 1.9M reactions from USPTO patents (1976-2016). The task is: Predict the product of the given reaction. (1) Given the reactants [Cl:1][C:2]1[C:11]2[C:6](=[CH:7][CH:8]=[CH:9][CH:10]=2)[C:5]([OH:12])=[CH:4][N:3]=1.Br[CH2:14][CH2:15][O:16][CH3:17].C(=O)([O-])[O-].[K+].[K+].CN(C=O)C, predict the reaction product. The product is: [Cl:1][C:2]1[C:11]2[C:6](=[CH:7][CH:8]=[CH:9][CH:10]=2)[C:5]([O:12][CH2:14][CH2:15][O:16][CH3:17])=[CH:4][N:3]=1. (2) Given the reactants [C:1]([N:3]1[CH2:8][CH2:7][CH:6]([C:9]2[CH:14]=[CH:13][C:12]([C@@H:15]([NH:17][C:18](=[O:20])[CH3:19])[CH3:16])=[CH:11][CH:10]=2)[CH2:5][CH2:4]1)#[N:2].[OH:21][N:22]=[C:23](N)[CH:24]([CH3:26])[CH3:25], predict the reaction product. The product is: [CH:24]([C:23]1[N:2]=[C:1]([N:3]2[CH2:8][CH2:7][CH:6]([C:9]3[CH:10]=[CH:11][C:12]([C@@H:15]([NH:17][C:18](=[O:20])[CH3:19])[CH3:16])=[CH:13][CH:14]=3)[CH2:5][CH2:4]2)[O:21][N:22]=1)([CH3:26])[CH3:25].